From a dataset of Forward reaction prediction with 1.9M reactions from USPTO patents (1976-2016). Predict the product of the given reaction. (1) Given the reactants [C:1]([NH2:5])([CH3:4])([CH3:3])[CH3:2].C(N(CC)CC)C.Br[CH2:14][C:15]([O:17][CH2:18][CH3:19])=[O:16], predict the reaction product. The product is: [CH2:18]([O:17][C:15](=[O:16])[CH2:14][NH:5][C:1]([CH3:4])([CH3:3])[CH3:2])[CH3:19]. (2) Given the reactants [CH3:1][O:2][C:3]1[C:12]([CH3:13])=[C:11]2[C:6]([C:7]([O:27][CH2:28][CH2:29][C@@H:30]3[NH:44][C:43](=[O:45])[N:42]([CH3:46])[CH2:41][CH2:40][CH2:39][CH2:38][CH:37]=[CH:36][C@H:35]4[C@@:33]([C:47]([O:49]CC)=[O:48])([CH2:34]4)[NH:32][C:31]3=[O:52])=[CH:8][C:9]([C:14]3[CH:15]=[N:16][N:17]([CH2:19][CH2:20][N:21]4[CH2:26][CH2:25][O:24][CH2:23][CH2:22]4)[CH:18]=3)=[N:10]2)=[CH:5][CH:4]=1.C(C1N=C(C2C=C(OCC[C@@H]3NC(=O)N(C)CCCCC=C[C@H]4[C@@](C(O)=O)(C4)NC3=O)C3C(=C(C)C(OC)=CC=3)N=2)SC=1)(C)C, predict the reaction product. The product is: [O:24]1[CH2:23][CH2:22][N:21]([CH2:20][CH2:19][N:17]2[CH:18]=[C:14]([C:9]3[CH:8]=[C:7]([O:27][CH2:28][CH2:29][C@@H:30]4[NH:44][C:43](=[O:45])[N:42]([CH3:46])[CH2:41][CH2:40][CH2:39][CH2:38][CH:37]=[CH:36][C@H:35]5[C@@:33]([C:47]([OH:49])=[O:48])([CH2:34]5)[NH:32][C:31]4=[O:52])[C:6]4[C:11](=[C:12]([CH3:13])[C:3]([O:2][CH3:1])=[CH:4][CH:5]=4)[N:10]=3)[CH:15]=[N:16]2)[CH2:26][CH2:25]1. (3) The product is: [CH3:14][O:15][C:16]1[CH:17]=[C:18]([CH:23]=[CH:24][CH:25]=1)[CH2:19][NH:20][C:21]([NH:13][CH2:1][CH2:2][CH2:3][CH2:4][CH2:5][CH2:6][CH2:7][CH2:8][CH2:9][CH2:10][CH2:11][CH3:12])=[S:22]. Given the reactants [CH2:1]([NH2:13])[CH2:2][CH2:3][CH2:4][CH2:5][CH2:6][CH2:7][CH2:8][CH2:9][CH2:10][CH2:11][CH3:12].[CH3:14][O:15][C:16]1[CH:17]=[C:18]([CH:23]=[CH:24][CH:25]=1)[CH2:19][N:20]=[C:21]=[S:22], predict the reaction product. (4) Given the reactants C([O:5][C:6](=[O:35])[CH2:7][CH2:8][N:9]1[CH:13]=[CH:12][C:11]([NH:14][C:15](=[O:34])[C@@H:16]([C:23]2[CH:28]=[CH:27][C:26]([S:29]([CH3:32])(=[O:31])=[O:30])=[C:25]([Cl:33])[CH:24]=2)[CH2:17][CH:18]2[CH2:22][CH2:21][CH2:20][CH2:19]2)=[N:10]1)(C)(C)C, predict the reaction product. The product is: [Cl:33][C:25]1[CH:24]=[C:23]([C@@H:16]([CH2:17][CH:18]2[CH2:22][CH2:21][CH2:20][CH2:19]2)[C:15]([NH:14][C:11]2[CH:12]=[CH:13][N:9]([CH2:8][CH2:7][C:6]([OH:35])=[O:5])[N:10]=2)=[O:34])[CH:28]=[CH:27][C:26]=1[S:29]([CH3:32])(=[O:31])=[O:30]. (5) The product is: [CH3:12][S:13][S:1][CH2:2][C:3]1[CH:11]=[CH:10][C:6]([C:7]([OH:9])=[O:8])=[CH:5][CH:4]=1. Given the reactants [SH:1][CH2:2][C:3]1[CH:11]=[CH:10][C:6]([C:7]([OH:9])=[O:8])=[CH:5][CH:4]=1.[CH3:12][S:13]S(C)(=O)=O, predict the reaction product. (6) Given the reactants [C:1]1([O:11][CH2:12][CH:13]2[CH2:18][CH2:17][NH:16][CH2:15][CH2:14]2)[C:10]2[C:5](=[CH:6][CH:7]=[CH:8][CH:9]=2)[CH:4]=[CH:3][CH:2]=1.C1([O:25][C:26]([O:28][CH2:29][C:30]([O:32][CH2:33][CH3:34])=[O:31])=O)C=CC=CC=1, predict the reaction product. The product is: [C:1]1([O:11][CH2:12][CH:13]2[CH2:14][CH2:15][N:16]([C:26]([O:28][CH2:29][C:30]([O:32][CH2:33][CH3:34])=[O:31])=[O:25])[CH2:17][CH2:18]2)[C:10]2[C:5](=[CH:6][CH:7]=[CH:8][CH:9]=2)[CH:4]=[CH:3][CH:2]=1.